Dataset: Forward reaction prediction with 1.9M reactions from USPTO patents (1976-2016). Task: Predict the product of the given reaction. (1) Given the reactants Br[C:2]1[C:3](=[O:41])[N:4]([CH3:40])[C:5](=[O:39])[C:6]=1[C:7]1[C:15]2[C:10](=[CH:11][CH:12]=[CH:13][CH:14]=2)[NH:9][C:8]=1[CH2:16][CH2:17][CH2:18][CH2:19][CH2:20][C:21]1[NH:22][C:23]2[C:28]([C:29]=1[C:30]1[C:31](=[O:38])[N:32]([CH3:37])[C:33](=[O:36])[C:34]=1Br)=[CH:27][CH:26]=[CH:25][CH:24]=2.[NH:42]1[CH2:46][CH2:45][CH2:44][CH2:43]1, predict the reaction product. The product is: [CH3:40][N:4]1[C:5](=[O:39])[C:6]([C:7]2[C:15]3[C:10](=[CH:11][CH:12]=[CH:13][CH:14]=3)[NH:9][C:8]=2[CH2:16][CH2:17][CH2:18][CH2:19][CH2:20][C:21]2[NH:22][C:23]3[C:28]([C:29]=2[C:30]2[C:31](=[O:38])[N:32]([CH3:37])[C:33](=[O:36])[C:34]=2[N:42]2[CH2:46][CH2:45][CH2:44][CH2:43]2)=[CH:27][CH:26]=[CH:25][CH:24]=3)=[C:2]([N:4]2[CH2:5][CH2:6][CH2:2][CH2:3]2)[C:3]1=[O:41]. (2) The product is: [Cl:1][C:2]1[CH:7]=[CH:6][C:5]([C@H:8]2[C:12]3[N:13]=[C:14]([C:18]4[CH:19]=[N:20][C:21]([O:24][CH3:25])=[CH:22][CH:23]=4)[N:15]([CH2:16][CH3:17])[C:11]=3[C:10](=[O:26])[N:9]2[C:27]2[CH:32]=[C:31]([CH3:33])[C:30](=[O:34])[N:29]([CH3:35])[CH:28]=2)=[CH:4][CH:3]=1. Given the reactants [Cl:1][C:2]1[CH:7]=[CH:6][C:5]([CH:8]2[C:12]3[N:13]=[C:14]([C:18]4[CH:19]=[N:20][C:21]([O:24][CH3:25])=[CH:22][CH:23]=4)[N:15]([CH2:16][CH3:17])[C:11]=3[C:10](=[O:26])[N:9]2[C:27]2[CH:32]=[C:31]([CH3:33])[C:30](=[O:34])[N:29]([CH3:35])[CH:28]=2)=[CH:4][CH:3]=1, predict the reaction product. (3) Given the reactants [CH2:1]([N:8]1[C:12]2[CH:13]=[CH:14][C:15]([NH:17][C:18]3[CH:30]=[CH:29][C:28]([Cl:31])=[CH:27][C:19]=3[C:20]([O:22]C(C)(C)C)=[O:21])=[CH:16][C:11]=2[O:10][C:9]1=[O:32])[C:2]1[CH:7]=[CH:6][CH:5]=[CH:4][CH:3]=1, predict the reaction product. The product is: [CH2:1]([N:8]1[C:12]2[CH:13]=[CH:14][C:15]([NH:17][C:18]3[CH:30]=[CH:29][C:28]([Cl:31])=[CH:27][C:19]=3[C:20]([OH:22])=[O:21])=[CH:16][C:11]=2[O:10][C:9]1=[O:32])[C:2]1[CH:7]=[CH:6][CH:5]=[CH:4][CH:3]=1. (4) Given the reactants [OH:1][C:2]1[CH:3]=[C:4]([CH:8]=[CH:9][CH:10]=1)[C:5]([OH:7])=[O:6].[C:11](OC(=O)C)(=[O:13])[CH3:12], predict the reaction product. The product is: [C:11]([O:1][C:2]1[CH:3]=[C:4]([CH:8]=[CH:9][CH:10]=1)[C:5]([OH:7])=[O:6])(=[O:13])[CH3:12]. (5) Given the reactants [F:1][C:2]([F:12])([F:11])[C:3]1[CH:4]=[C:5]([CH:7]=[CH:8][C:9]=1[Cl:10])[NH2:6].[CH:13]([O:20][CH2:21][CH3:22])(OCC)OCC.[N+:23]([CH2:26][C:27]([O:29][CH2:30][CH3:31])=[O:28])([O-])=O.[C:32]([OH:35])(=O)[CH3:33], predict the reaction product. The product is: [Cl:10][C:9]1[CH:8]=[CH:7][C:5]([N:6]2[CH:32]=[C:22]([CH2:21][OH:20])[N:23]=[CH:26]2)=[CH:4][C:3]=1[C:2]([F:1])([F:11])[F:12].[CH3:31][CH2:30][O:29][C:27]([CH3:26])=[O:28].[O:35]([CH:8]([CH3:7])[CH3:9])[CH:32]([CH3:33])[CH3:13].